This data is from Forward reaction prediction with 1.9M reactions from USPTO patents (1976-2016). The task is: Predict the product of the given reaction. (1) The product is: [OH:22][C:18]1[CH:17]=[C:16]([CH:21]=[CH:20][CH:19]=1)[O:15][CH2:14][C:13]([N:9]1[CH2:10][CH2:11][CH2:12][C@@H:8]1[C:6]([OH:7])=[O:5])=[O:23]. Given the reactants C([O:5][C:6]([C@H:8]1[CH2:12][CH2:11][CH2:10][N:9]1[C:13](=[O:23])[CH2:14][O:15][C:16]1[CH:21]=[CH:20][CH:19]=[C:18]([OH:22])[CH:17]=1)=[O:7])(C)(C)C.Cl, predict the reaction product. (2) The product is: [CH:2]([C:11]1[CH:6]=[CH:7][C:8]([O:1][C:2]2[C:11]3[C:6](=[CH:7][C:8]([O:12][CH3:13])=[CH:9][CH:10]=3)[CH:5]=[CH:4][C:3]=2[C:14]2[CH:19]=[CH:18][CH:17]=[C:16]([O:20][CH3:21])[CH:15]=2)=[CH:9][CH:10]=1)=[O:1]. Given the reactants [OH:1][C:2]1[C:11]2[C:6](=[CH:7][C:8]([O:12][CH3:13])=[CH:9][CH:10]=2)[CH:5]=[CH:4][C:3]=1[C:14]1[CH:19]=[CH:18][CH:17]=[C:16]([O:20][CH3:21])[CH:15]=1.[H-].[Na+], predict the reaction product. (3) Given the reactants CON(C)[C:4]([C:6]1[N:7]=[CH:8][N:9]([C:11]2[CH:12]=[C:13]([C:17]3[CH:22]=[CH:21][CH:20]=[CH:19][C:18]=3[O:23][CH3:24])[CH:14]=[CH:15][CH:16]=2)[CH:10]=1)=[O:5].[CH3:26][C:27]1[S:31][CH:30]=[N:29][CH:28]=1, predict the reaction product. The product is: [CH3:24][O:23][C:18]1[CH:19]=[CH:20][CH:21]=[CH:22][C:17]=1[C:13]1[CH:14]=[CH:15][CH:16]=[C:11]([N:9]2[CH:10]=[C:6]([C:4]([C:30]3[S:31][C:27]([CH3:26])=[CH:28][N:29]=3)=[O:5])[N:7]=[CH:8]2)[CH:12]=1. (4) Given the reactants [C:1]([C:9]1[CH:14]=[CH:13][CH:12]=[CH:11][C:10]=1[NH:15][S:16]([C:19]1[CH:27]=[CH:26][C:22]([C:23](O)=[O:24])=[CH:21][CH:20]=1)(=[O:18])=[O:17])(=[O:8])[C:2]1[CH:7]=[CH:6][CH:5]=[CH:4][CH:3]=1.[C:28]([O:32][C:33]([N:35]1[CH2:40][CH2:39][CH:38]([CH2:41][NH:42][C:43](=[O:46])[CH2:44][NH2:45])[CH2:37][CH2:36]1)=[O:34])([CH3:31])([CH3:30])[CH3:29], predict the reaction product. The product is: [C:28]([O:32][C:33]([N:35]1[CH2:40][CH2:39][CH:38]([CH2:41][NH:42][C:43](=[O:46])[CH2:44][NH:45][C:23](=[O:24])[C:22]2[CH:21]=[CH:20][C:19]([S:16](=[O:17])(=[O:18])[NH:15][C:10]3[CH:11]=[CH:12][CH:13]=[CH:14][C:9]=3[C:1](=[O:8])[C:2]3[CH:7]=[CH:6][CH:5]=[CH:4][CH:3]=3)=[CH:27][CH:26]=2)[CH2:37][CH2:36]1)=[O:34])([CH3:31])([CH3:29])[CH3:30].